Predict which catalyst facilitates the given reaction. From a dataset of Catalyst prediction with 721,799 reactions and 888 catalyst types from USPTO. (1) Reactant: [NH:1]1[C:9]2[C:4](=[N:5][CH:6]=[CH:7][CH:8]=2)[CH:3]=[C:2]1[C:10]([N:12]1[CH2:17][CH2:16][CH:15]([C:18]2[CH:23]=[CH:22][CH:21]=[CH:20][C:19]=2[C:24]([F:27])([F:26])[F:25])[CH2:14][CH2:13]1)=[O:11].[H-].[Na+].I[CH3:31]. Product: [CH3:31][N:1]1[C:9]2[C:4](=[N:5][CH:6]=[CH:7][CH:8]=2)[CH:3]=[C:2]1[C:10]([N:12]1[CH2:13][CH2:14][CH:15]([C:18]2[CH:23]=[CH:22][CH:21]=[CH:20][C:19]=2[C:24]([F:25])([F:26])[F:27])[CH2:16][CH2:17]1)=[O:11]. The catalyst class is: 3. (2) Reactant: [CH3:1][C:2]1([CH3:43])[O:7][C:6]2[CH:8]=[CH:9][C:10]([C@H:12]3[O:16]C(=O)[N:14]([CH2:18][CH2:19][C:20]4[CH:21]=[CH:22][C:23]5[O:28][CH2:27][C@@H:26]([CH2:29][O:30][CH2:31][C:32]6[CH:33]=[C:34]([NH:38][C:39]([NH2:41])=[O:40])[CH:35]=[CH:36][CH:37]=6)[O:25][C:24]=5[CH:42]=4)[CH2:13]3)=[CH:11][C:5]=2[CH2:4][O:3]1.C[Si](C)(C)[O-].[K+].O. Product: [CH3:1][C:2]1([CH3:43])[O:7][C:6]2[CH:8]=[CH:9][C:10]([C@@H:12]([OH:16])[CH2:13][NH:14][CH2:18][CH2:19][C:20]3[CH:21]=[CH:22][C:23]4[O:28][CH2:27][C@@H:26]([CH2:29][O:30][CH2:31][C:32]5[CH:33]=[C:34]([NH:38][C:39]([NH2:41])=[O:40])[CH:35]=[CH:36][CH:37]=5)[O:25][C:24]=4[CH:42]=3)=[CH:11][C:5]=2[CH2:4][O:3]1. The catalyst class is: 1. (3) Reactant: [Br:1][C:2]1[CH:3]=[CH:4][C:5]([NH:9][S:10]([C:13]2[CH:18]=[CH:17][C:16]([CH3:19])=[CH:15][CH:14]=2)(=[O:12])=[O:11])=[N:6][C:7]=1[CH3:8].CCN(C(C)C)C(C)C.I[CH2:30][C:31]([NH2:33])=[O:32].O. Product: [Br:1][C:2]1[CH:3]=[CH:4]/[C:5](=[N:9]/[S:10]([C:13]2[CH:14]=[CH:15][C:16]([CH3:19])=[CH:17][CH:18]=2)(=[O:12])=[O:11])/[N:6]([CH2:30][C:31]([NH2:33])=[O:32])[C:7]=1[CH3:8]. The catalyst class is: 3. (4) Reactant: [Br:1][C:2]1[CH:12]=[N:11][C:5]2[NH:6][CH2:7][CH2:8][NH:9][CH2:10][C:4]=2[CH:3]=1.[CH3:13][S:14](Cl)(=[O:16])=[O:15]. The catalyst class is: 2. Product: [Br:1][C:2]1[CH:12]=[N:11][C:5]2[NH:6][CH2:7][CH2:8][N:9]([S:14]([CH3:13])(=[O:16])=[O:15])[CH2:10][C:4]=2[CH:3]=1. (5) Reactant: [N:1]#[C:2]Br.[CH3:4][O:5][C:6]1[CH:11]=[CH:10][C:9]([C:12]2([C:15]([NH:17][NH2:18])=[O:16])[CH2:14][CH2:13]2)=[CH:8][CH:7]=1.C(=O)(O)[O-].[K+]. Product: [CH3:4][O:5][C:6]1[CH:7]=[CH:8][C:9]([C:12]2([C:15]3[O:16][C:2]([NH2:1])=[N:18][N:17]=3)[CH2:14][CH2:13]2)=[CH:10][CH:11]=1. The catalyst class is: 24. (6) Reactant: C[O:2][C:3]([C:5]1[C:6]([OH:38])=[C:7]2[C:12](=[C:13]([C:15]3[CH:16]=[N:17][C:18]([O:21][CH2:22][CH3:23])=[N:19][CH:20]=3)[N:14]=1)[N:11]([CH2:24][C:25]1[CH:30]=[CH:29][CH:28]=[CH:27][CH:26]=1)[C:10](=[O:31])[C:9]([C:32]1[CH:37]=[CH:36][CH:35]=[CH:34][CH:33]=1)=[CH:8]2)=O.[NH2:39][CH2:40][CH2:41][C:42]([OH:44])=[O:43].C[O-].[Na+]. Product: [CH2:24]([N:11]1[C:12]2[C:7](=[C:6]([OH:38])[C:5]([C:3]([NH:39][CH2:40][CH2:41][C:42]([OH:44])=[O:43])=[O:2])=[N:14][C:13]=2[C:15]2[CH:16]=[N:17][C:18]([O:21][CH2:22][CH3:23])=[N:19][CH:20]=2)[CH:8]=[C:9]([C:32]2[CH:37]=[CH:36][CH:35]=[CH:34][CH:33]=2)[C:10]1=[O:31])[C:25]1[CH:30]=[CH:29][CH:28]=[CH:27][CH:26]=1. The catalyst class is: 250. (7) Reactant: [F:1][C:2]1[CH:7]=[CH:6][C:5]([C:8]([CH3:27])([CH3:26])[CH2:9][NH:10][C:11]2[N:16]=[N:15][C:14]([C:17]3[N:18]=[C:19]([NH:22]C(=O)C)[NH:20][CH:21]=3)=[CH:13][CH:12]=2)=[CH:4][CH:3]=1.Cl. Product: [NH2:22][C:19]1[NH:20][CH:21]=[C:17]([C:14]2[N:15]=[N:16][C:11]([NH:10][CH2:9][C:8]([C:5]3[CH:4]=[CH:3][C:2]([F:1])=[CH:7][CH:6]=3)([CH3:27])[CH3:26])=[CH:12][CH:13]=2)[N:18]=1. The catalyst class is: 5. (8) Reactant: [Br:1][C:2]1[CH:6]=[N:5][N:4]([CH3:7])[C:3]=1[NH:8][C:9]1[CH:14]=[CH:13][C:12](I)=[CH:11][CH:10]=1.[F:16][C:17]1[CH:18]=[C:19](B(O)O)[CH:20]=[CH:21][C:22]=1[F:23].C(=O)([O-])[O-].[Cs+].[Cs+].COCCOC. Product: [Br:1][C:2]1[CH:6]=[N:5][N:4]([CH3:7])[C:3]=1[NH:8][C:9]1[CH:14]=[CH:13][C:12]([C:20]2[CH:19]=[CH:18][C:17]([F:16])=[C:22]([F:23])[CH:21]=2)=[CH:11][CH:10]=1. The catalyst class is: 58.